The task is: Predict the product of the given reaction.. This data is from Forward reaction prediction with 1.9M reactions from USPTO patents (1976-2016). (1) Given the reactants C([O:3][C:4](=[O:20])[C@@H:5]([O:18][CH3:19])[CH2:6][C:7]1[CH:12]=[CH:11][C:10]([O:13][CH2:14][C:15]([OH:17])=O)=[CH:9][CH:8]=1)C.[CH3:21][CH:22]([NH2:26])[CH2:23][CH2:24][CH3:25].C(O[C@@H](CC1C=CC(O[C@@H](C(=O)NCCC2C=CC(OC3C=CC=CC=3)=CC=2)C)=CC=1)C(O)=O)C, predict the reaction product. The product is: [CH3:19][O:18][C@@H:5]([CH2:6][C:7]1[CH:8]=[CH:9][C:10]([O:13][CH2:14][C:15](=[O:17])[NH:26][CH:22]([CH3:21])[CH2:23][CH2:24][CH3:25])=[CH:11][CH:12]=1)[C:4]([OH:3])=[O:20]. (2) Given the reactants [C:1]([C:3]1[CH:8]=[CH:7][C:6]([CH:9]2[C:18]3[C:17](=[O:19])[NH:16][CH:15]=[C:14]([CH3:20])[C:13]=3[NH:12][C:11]([CH3:21])=[C:10]2[C:22]#[N:23])=[C:5]([O:24][CH3:25])[CH:4]=1)#[N:2].C(OCC)(OCC)O[CH2:28][CH3:29], predict the reaction product. The product is: [C:1]([C:3]1[CH:8]=[CH:7][C:6]([CH:9]2[C:18]3[C:13](=[C:14]([CH3:20])[CH:15]=[N:16][C:17]=3[O:19][CH2:28][CH3:29])[NH:12][C:11]([CH3:21])=[C:10]2[C:22]#[N:23])=[C:5]([O:24][CH3:25])[CH:4]=1)#[N:2]. (3) Given the reactants [Cl:1][C:2]1[CH:21]=[C:20]([Cl:22])[CH:19]=[CH:18][C:3]=1[O:4][CH2:5][C:6]([NH:8][C:9]1[CH:10]=[C:11]([CH:15]=[CH:16][CH:17]=1)[C:12]([OH:14])=O)=[O:7].[CH2:23]([CH2:25][NH2:26])[OH:24].C(Cl)CCl.C1C=CC2N(O)N=NC=2C=1.CCN(C(C)C)C(C)C, predict the reaction product. The product is: [Cl:1][C:2]1[CH:21]=[C:20]([Cl:22])[CH:19]=[CH:18][C:3]=1[O:4][CH2:5][C:6]([NH:8][C:9]1[CH:10]=[C:11]([CH:15]=[CH:16][CH:17]=1)[C:12]([NH:26][CH2:25][CH2:23][OH:24])=[O:14])=[O:7]. (4) Given the reactants C[NH:2][C@@H:3]1C[CH2:7][CH2:6][CH2:5][C@H:4]1[NH:9][CH3:10].[N:11]1[CH:19]=[C:18]2C(N=[CH:16][NH:17]2)=[N:13][CH:12]=1.I[C:21]1[CH:22]=[N:23][CH:24]=[CH:25]C=1.C([O-])([O-])=[O:28].[Cs+].[Cs+], predict the reaction product. The product is: [N:23]1([C:12]2[N:13]=[C:10]3[C:18]([N:17]=[CH:16][N:9]3[C:4]3[CH:3]=[N:2][CH:7]=[CH:6][CH:5]=3)=[CH:19][N:11]=2)[CH2:22][CH2:21][O:28][CH2:25][CH2:24]1. (5) Given the reactants OCCN(C)[C:5](=[O:11])[O:6][C:7]([CH3:10])(C)C.[CH3:13][O:14][CH2:15]C(Cl)=O.[N:19]1C=CC=C[CH:20]=1, predict the reaction product. The product is: [CH3:13][O:14][CH2:15][C:5]([O:6][CH2:7][CH2:10][NH:19][CH3:20])=[O:11].